This data is from Reaction yield outcomes from USPTO patents with 853,638 reactions. The task is: Predict the reaction yield, written as a fraction of the theoretical maximum amount of product (1.0 means a 100% yield; for example, 0.34 means a 34% yield). (1) The reactants are [Si]([O:8][N:9]=[C:10]1[C:18]2[C:13](=[CH:14][C:15]([NH:19][C:20]3[C:28]4[C:23](=[CH:24][N:25]=[CH:26][CH:27]=4)[S:22][C:21]=3[C:29]3[CH:34]=[CH:33][C:32]([O:35][CH3:36])=[CH:31][CH:30]=3)=[CH:16][CH:17]=2)[CH2:12][CH2:11]1)(C(C)(C)C)(C)C.CCCC[N+](CCCC)(CCCC)CCCC.[F-]. The catalyst is C(Cl)Cl. The product is [CH3:36][O:35][C:32]1[CH:31]=[CH:30][C:29]([C:21]2[S:22][C:23]3=[CH:24][N:25]=[CH:26][CH:27]=[C:28]3[C:20]=2[NH:19][C:15]2[CH:14]=[C:13]3[C:18](=[CH:17][CH:16]=2)[C:10](=[N:9][OH:8])[CH2:11][CH2:12]3)=[CH:34][CH:33]=1. The yield is 0.560. (2) The reactants are [F:1][C:2]1[CH:38]=[CH:37][C:5]([CH2:6][N:7]2[C:16](=[O:17])[C:15]([C:18]3[NH:23][C:22]4[CH:24]=[CH:25][C:26]([NH:28][S:29]([CH3:32])(=[O:31])=[O:30])=[CH:27][C:21]=4[S:20](=[O:34])(=[O:33])[N:19]=3)=[C:14]([OH:35])[C@H:13]3[C@@H:8]2[C@H:9]2[CH2:36][C@@H:12]3[CH2:11][CH2:10]2)=[CH:4][C:3]=1[CH3:39].[C:40](=O)([O-])[O-].[K+].[K+].IC. The catalyst is CN(C)C=O. The product is [F:1][C:2]1[CH:38]=[CH:37][C:5]([CH2:6][N:7]2[C:16](=[O:17])[C:15]([C:18]3[NH:23][C:22]4[CH:24]=[CH:25][C:26]([N:28]([CH3:40])[S:29]([CH3:32])(=[O:31])=[O:30])=[CH:27][C:21]=4[S:20](=[O:33])(=[O:34])[N:19]=3)=[C:14]([OH:35])[C@H:13]3[C@@H:8]2[C@H:9]2[CH2:36][C@@H:12]3[CH2:11][CH2:10]2)=[CH:4][C:3]=1[CH3:39]. The yield is 0.960.